This data is from Full USPTO retrosynthesis dataset with 1.9M reactions from patents (1976-2016). The task is: Predict the reactants needed to synthesize the given product. (1) Given the product [F:33][C:28]1[C:27]([CH2:8][N:9]2[CH:13]=[CH:12][C:11]([N:14]3[C:22](=[O:23])[C:21]4[C:16](=[CH:17][CH:18]=[CH:19][CH:20]=4)[C:15]3=[O:24])=[N:10]2)=[CH:32][CH:31]=[CH:30][N:29]=1, predict the reactants needed to synthesize it. The reactants are: FC1N=C([CH2:8][N:9]2[CH:13]=[CH:12][C:11]([N:14]3[C:22](=[O:23])[C:21]4[C:16](=[CH:17][CH:18]=[CH:19][CH:20]=4)[C:15]3=[O:24])=[N:10]2)C=CC=1.BrC[C:27]1[C:28]([F:33])=[N:29][CH:30]=[CH:31][CH:32]=1. (2) Given the product [CH2:45]([O:44][CH2:43][O:17][CH2:16][C@H:15]([NH:18][C:19](=[O:41])[CH2:20][C@H:21]([O:33][CH2:34][C:35]1[CH:36]=[CH:37][CH:38]=[CH:39][CH:40]=1)[CH2:22][CH2:23][CH2:24][CH2:25][CH2:26][CH2:27][CH2:28][CH2:29][CH2:30][CH2:31][CH3:32])[CH2:14][CH2:13][CH2:12][NH2:11])[C:46]1[CH:51]=[CH:50][CH:49]=[CH:48][CH:47]=1, predict the reactants needed to synthesize it. The reactants are: C(OC([NH:11][CH2:12][CH2:13][CH2:14][C@@H:15]([NH:18][C:19](=[O:41])[CH2:20][C@H:21]([O:33][CH2:34][C:35]1[CH:40]=[CH:39][CH:38]=[CH:37][CH:36]=1)[CH2:22][CH2:23][CH2:24][CH2:25][CH2:26][CH2:27][CH2:28][CH2:29][CH2:30][CH2:31][CH3:32])[CH2:16][OH:17])=O)C1C=CC=CC=1.Cl[CH2:43][O:44][CH2:45][C:46]1[CH:51]=[CH:50][CH:49]=[CH:48][CH:47]=1.C(N(C(C)C)CC)(C)C. (3) Given the product [NH2:32][C:27]1[CH:28]=[CH:29][CH:30]=[CH:31][C:26]=1[CH2:25][NH:24][C:12]([NH:11][C:7]1[N:8]([CH3:10])[N:9]=[C:5]([C:1]([CH3:4])([CH3:2])[CH3:3])[CH:6]=1)=[O:13], predict the reactants needed to synthesize it. The reactants are: [C:1]([C:5]1[CH:6]=[C:7]([NH2:11])[N:8]([CH3:10])[N:9]=1)([CH3:4])([CH3:3])[CH3:2].[C:12](C1NC=CN=1)(C1NC=CN=1)=[O:13].[NH2:24][CH2:25][C:26]1[CH:31]=[CH:30][CH:29]=[CH:28][C:27]=1[NH2:32].